The task is: Binary Classification. Given a T-cell receptor sequence (or CDR3 region) and an epitope sequence, predict whether binding occurs between them.. This data is from TCR-epitope binding with 47,182 pairs between 192 epitopes and 23,139 TCRs. (1) The epitope is ELAGIGILTV. The TCR CDR3 sequence is CATSREPGSIVNEQFF. Result: 0 (the TCR does not bind to the epitope). (2) The epitope is KRWIIMGLNK. The TCR CDR3 sequence is CASSQSHILDPYEQYF. Result: 0 (the TCR does not bind to the epitope). (3) The epitope is IVTDFSVIK. The TCR CDR3 sequence is CSAVGPPLHF. Result: 1 (the TCR binds to the epitope). (4) The epitope is LPAADLDDF. The TCR CDR3 sequence is CASSPPGQWNNEQFF. Result: 0 (the TCR does not bind to the epitope). (5) Result: 1 (the TCR binds to the epitope). The epitope is PROT_97E67BCC. The TCR CDR3 sequence is CASSARTSGGLDEQFF. (6) The epitope is AIMTRCLAV. The TCR CDR3 sequence is CASSPHSPGRYGYTF. Result: 0 (the TCR does not bind to the epitope). (7) The epitope is ELAGIGILTV. The TCR CDR3 sequence is CASSLIAGTDTQYF. Result: 1 (the TCR binds to the epitope). (8) The epitope is LPAADLDDF. The TCR CDR3 sequence is CANRGPYSTDTQYF. Result: 1 (the TCR binds to the epitope).